From a dataset of Forward reaction prediction with 1.9M reactions from USPTO patents (1976-2016). Predict the product of the given reaction. (1) The product is: [N:14]1[CH:15]=[CH:16][C:11]([CH2:17][P:1](=[O:9])([O:3][CH2:4][CH3:5])[O:6][CH2:7][CH3:8])=[CH:12][CH:13]=1. Given the reactants [P:1]([O-:9])([O:6][CH2:7][CH3:8])([O:3][CH2:4][CH3:5])=O.Cl[C:11]1[CH:16]=[CH:15][N:14]=[CH:13][CH:12]=1.[CH:17]1C=CC=CC=1, predict the reaction product. (2) The product is: [CH3:1][S:2]([C:5]1[S:13][C:12]2[C:7](=[N:8][CH:9]=[CH:10][C:11]=2[O:14][C:15]2[CH:20]=[CH:19][C:18]([NH:21][C:33]([NH:32][C:30](=[O:31])[CH2:29][C:23]3[CH:24]=[CH:25][CH:26]=[CH:27][CH:28]=3)=[S:34])=[CH:17][C:16]=2[F:22])[CH:6]=1)(=[O:3])=[O:4]. Given the reactants [CH3:1][S:2]([C:5]1[S:13][C:12]2[C:7](=[N:8][CH:9]=[CH:10][C:11]=2[O:14][C:15]2[CH:20]=[CH:19][C:18]([NH2:21])=[CH:17][C:16]=2[F:22])[CH:6]=1)(=[O:4])=[O:3].[C:23]1([CH2:29][C:30]([N:32]=[C:33]=[S:34])=[O:31])[CH:28]=[CH:27][CH:26]=[CH:25][CH:24]=1, predict the reaction product. (3) Given the reactants [C:1]([O:5][C:6]([C:8]1[N:9]=[C:10]([C:13]([OH:15])=O)[S:11][CH:12]=1)=[O:7])([CH3:4])([CH3:3])[CH3:2].CN(C(ON1N=NC2C=CC=NC1=2)=[N+](C)C)C.F[P-](F)(F)(F)(F)F.CCN(C(C)C)C(C)C.[NH:49]1[CH2:54][CH2:53][S:52][CH2:51][CH2:50]1, predict the reaction product. The product is: [N:49]1([C:13]([C:10]2[S:11][CH:12]=[C:8]([C:6]([O:5][C:1]([CH3:2])([CH3:3])[CH3:4])=[O:7])[N:9]=2)=[O:15])[CH2:54][CH2:53][S:52][CH2:51][CH2:50]1. (4) Given the reactants [Cl:1][C:2]1[CH:7]=[CH:6][C:5]([C:8]2[CH:13]=[CH:12][C:11]([S:14]([NH:17][C:18]3[CH:28]=[CH:27][C:21]4[CH2:22][CH2:23][NH:24][CH2:25][CH2:26][C:20]=4[CH:19]=3)(=[O:16])=[O:15])=[CH:10][CH:9]=2)=[CH:4][CH:3]=1.C=O.[C:31](O[BH-](OC(=O)C)OC(=O)C)(=O)C.[Na+].C(=O)(O)[O-].[Na+], predict the reaction product. The product is: [Cl:1][C:2]1[CH:3]=[CH:4][C:5]([C:8]2[CH:9]=[CH:10][C:11]([S:14]([NH:17][C:18]3[CH:28]=[CH:27][C:21]4[CH2:22][CH2:23][N:24]([CH3:31])[CH2:25][CH2:26][C:20]=4[CH:19]=3)(=[O:16])=[O:15])=[CH:12][CH:13]=2)=[CH:6][CH:7]=1. (5) Given the reactants [Cl:1][C:2]1[CH:3]=[C:4]([CH:9]=[CH:10][CH:11]=1)[C:5]([O:7]O)=[O:6].[NH:12]1[C:16]2=[N:17][CH:18]=[CH:19][CH:20]=[C:15]2[CH:14]=[CH:13]1, predict the reaction product. The product is: [Cl:1][C:2]1[CH:3]=[C:4]([CH:9]=[CH:10][CH:11]=1)[C:5]([OH:7])=[O:6].[NH:12]1[C:16]2=[N+:17]([O-:6])[CH:18]=[CH:19][CH:20]=[C:15]2[CH:14]=[CH:13]1. (6) The product is: [CH2:1]([NH:8][C:9]([N:11]1[CH2:12][CH2:13][N:14]([S:17]([C:20]2[CH:21]=[CH:22][C:23]([NH2:26])=[CH:24][CH:25]=2)(=[O:19])=[O:18])[CH2:15][CH2:16]1)=[O:10])[C:2]1[CH:7]=[CH:6][CH:5]=[CH:4][CH:3]=1. Given the reactants [CH2:1]([NH:8][C:9]([N:11]1[CH2:16][CH2:15][N:14]([S:17]([C:20]2[CH:25]=[CH:24][C:23]([N+:26]([O-])=O)=[CH:22][CH:21]=2)(=[O:19])=[O:18])[CH2:13][CH2:12]1)=[O:10])[C:2]1[CH:7]=[CH:6][CH:5]=[CH:4][CH:3]=1.C(O)C.[Cl-].[NH4+], predict the reaction product. (7) Given the reactants [NH2:1][C@H:2]([CH2:29][CH:30]([CH3:32])[CH3:31])[C:3]([NH:5][CH:6]1[CH2:15][C:14]2[C:9](=[C:10]([N:16]3[CH2:20][CH2:19][CH2:18][C:17]3=[O:21])[CH:11]=[CH:12][CH:13]=2)[N:8]([CH2:22][C:23]2[CH:27]=[CH:26][S:25][CH:24]=2)[C:7]1=[O:28])=[O:4].[C:33]([O:37][C:38]([NH:40][C@H:41]([CH3:45])[C:42](O)=[O:43])=[O:39])([CH3:36])([CH3:35])[CH3:34], predict the reaction product. The product is: [CH3:31][CH:30]([CH3:32])[CH2:29][C@@H:2]([NH:1][C:42](=[O:43])[C@H:41]([NH:40][C:38](=[O:39])[O:37][C:33]([CH3:35])([CH3:34])[CH3:36])[CH3:45])[C:3](=[O:4])[NH:5][CH:6]1[CH2:15][C:14]2[C:9](=[C:10]([N:16]3[CH2:20][CH2:19][CH2:18][C:17]3=[O:21])[CH:11]=[CH:12][CH:13]=2)[N:8]([CH2:22][C:23]2[CH:27]=[CH:26][S:25][CH:24]=2)[C:7]1=[O:28]. (8) Given the reactants [OH-].[Na+].O=C1[N:9]([CH:10]2[CH2:15][CH2:14][N:13]([CH2:16][C:17]([NH:19]C3C=C4C(=CC=3)C(=O)CC4)=[O:18])[CH2:12][CH2:11]2)[C:8]2[CH:30]=[CH:31][CH:32]=[CH:33][C:7]=2[CH2:6][O:5]1.[CH2:34]([OH:36])[CH3:35], predict the reaction product. The product is: [OH:5][CH2:6][C:7]1[CH:33]=[CH:32][CH:31]=[CH:30][C:8]=1[NH:9][CH:10]1[CH2:11][CH2:12][N:13]([CH:16]([C:30]2[CH:8]=[C:7]3[C:33](=[CH:32][CH:31]=2)[C:34](=[O:36])[CH2:35][CH2:6]3)[C:17]([NH2:19])=[O:18])[CH2:14][CH2:15]1. (9) Given the reactants [CH2:1]([C:13]1[CH:14]=[C:15]([C:18]([NH2:20])=O)[S:16][CH:17]=1)[CH2:2][CH2:3][CH2:4][CH2:5][CH2:6][CH2:7][CH2:8][CH2:9][CH2:10][CH2:11][CH3:12], predict the reaction product. The product is: [CH2:1]([C:13]1[CH:14]=[C:15]([C:18]#[N:20])[S:16][CH:17]=1)[CH2:2][CH2:3][CH2:4][CH2:5][CH2:6][CH2:7][CH2:8][CH2:9][CH2:10][CH2:11][CH3:12].